Dataset: Catalyst prediction with 721,799 reactions and 888 catalyst types from USPTO. Task: Predict which catalyst facilitates the given reaction. (1) Reactant: [I:1][C:2]1[CH:12]=[CH:11][C:5](C(OCC)=O)=[CH:4][CH:3]=1.[CH3:13][Mg+].[Br-].CC[O:18][CH2:19][CH3:20]. Product: [CH3:13][C:19]([OH:18])([CH3:20])[C:5]1[CH:11]=[CH:12][C:2]([I:1])=[CH:3][CH:4]=1. The catalyst class is: 28. (2) Reactant: [NH2:1][C:2]1[C:12]2[CH2:11][N:10]([CH2:13][C:14]3[CH:19]=[CH:18][CH:17]=[CH:16][CH:15]=3)[CH2:9][C:8](=[O:20])[NH:7][C:6]=2[CH:5]=[CH:4][C:3]=1[O:21][CH3:22].Cl[C:24]1[N:29]=[C:28]([NH:30][C@@H:31]2[CH2:36][CH2:35][CH2:34][CH2:33][C@H:32]2[NH:37][S:38]([CH3:41])(=[O:40])=[O:39])[C:27]([Cl:42])=[CH:26][N:25]=1.Cl.O1CCOCC1. Product: [CH2:13]([N:10]1[CH2:11][C:12]2[C:2]([NH:1][C:24]3[N:29]=[C:28]([NH:30][C@@H:31]4[CH2:36][CH2:35][CH2:34][CH2:33][C@H:32]4[NH:37][S:38]([CH3:41])(=[O:39])=[O:40])[C:27]([Cl:42])=[CH:26][N:25]=3)=[C:3]([O:21][CH3:22])[CH:4]=[CH:5][C:6]=2[NH:7][C:8](=[O:20])[CH2:9]1)[C:14]1[CH:19]=[CH:18][CH:17]=[CH:16][CH:15]=1. The catalyst class is: 141. (3) Reactant: C([O:4][CH2:5][C:6]1[C:11]([C:12]2[CH:17]=[C:16]([NH:18][C:19]3[CH:24]=[CH:23][C:22]([S:25]([CH2:28][CH3:29])(=[O:27])=[O:26])=[CH:21][N:20]=3)[C:15](=[O:30])[N:14]([CH3:31])[N:13]=2)=[CH:10][CH:9]=[CH:8][C:7]=1[N:32]1[N:41]=[CH:40][C:39]2[C:34](=[C:35]([F:46])[CH:36]=[C:37]([C:42]([CH3:45])([CH3:44])[CH3:43])[CH:38]=2)[C:33]1=[O:47])(=O)C.[Li+].[OH-]. Product: [C:42]([C:37]1[CH:38]=[C:39]2[C:34](=[C:35]([F:46])[CH:36]=1)[C:33](=[O:47])[N:32]([C:7]1[CH:8]=[CH:9][CH:10]=[C:11]([C:12]3[CH:17]=[C:16]([NH:18][C:19]4[CH:24]=[CH:23][C:22]([S:25]([CH2:28][CH3:29])(=[O:26])=[O:27])=[CH:21][N:20]=4)[C:15](=[O:30])[N:14]([CH3:31])[N:13]=3)[C:6]=1[CH2:5][OH:4])[N:41]=[CH:40]2)([CH3:43])([CH3:44])[CH3:45]. The catalyst class is: 12. (4) The catalyst class is: 5. Reactant: C([O:4][CH2:5][C@@H:6]1[C@@H:11]([O:12]C(=O)C)[C@H:10]([OH:16])[C@H:9]([OH:17])[C@@H:8]([C:18]2[CH:23]=[CH:22][C:21]([C@@H:24]3[C@@H:29]([OH:30])[C@@H:28]([OH:31])[C@H:27]([O:32]C(=O)C)[C@@H:26]([CH2:36][O:37]C(=O)C)[O:25]3)=[CH:20][CH:19]=2)[O:7]1)(=O)C.CO[Na]. Product: [OH:37][CH2:36][C@@H:26]1[C@@H:27]([OH:32])[C@H:28]([OH:31])[C@H:29]([OH:30])[C@@H:24]([C:21]2[CH:20]=[CH:19][C:18]([C@@H:8]3[C@@H:9]([OH:17])[C@@H:10]([OH:16])[C@H:11]([OH:12])[C@@H:6]([CH2:5][OH:4])[O:7]3)=[CH:23][CH:22]=2)[O:25]1. (5) Reactant: [S:1]1[C:5]2[CH:6]=[C:7]([NH:10][C:11]3[N:16]=[CH:15][C:14]([C:17]4[O:21][C:20]([NH:22][CH:23]5[CH2:28][CH2:27][N:26](C(OC(C)(C)C)=O)[CH2:25][CH2:24]5)=[N:19][N:18]=4)=[C:13]([NH:36][CH:37]([CH3:39])[CH3:38])[CH:12]=3)[CH:8]=[CH:9][C:4]=2[N:3]=[CH:2]1.Cl. Product: [S:1]1[C:5]2[CH:6]=[C:7]([NH:10][C:11]3[CH:12]=[C:13]([NH:36][CH:37]([CH3:39])[CH3:38])[C:14]([C:17]4[O:21][C:20]([NH:22][CH:23]5[CH2:28][CH2:27][NH:26][CH2:25][CH2:24]5)=[N:19][N:18]=4)=[CH:15][N:16]=3)[CH:8]=[CH:9][C:4]=2[N:3]=[CH:2]1. The catalyst class is: 158. (6) Reactant: [C:1]([O:4][CH2:5][C:6]1[S:7][CH:8]=[CH:9][C:10]=1[CH3:11])(=[O:3])[CH3:2].N1C=CC=CC=1.[Br:18]Br. Product: [C:1]([O:4][CH2:5][C:6]1[S:7][C:8]([Br:18])=[CH:9][C:10]=1[CH3:11])(=[O:3])[CH3:2]. The catalyst class is: 2. (7) The catalyst class is: 11. Product: [C:16]([N:10]1[C:9]2[CH:8]=[C:7]([C:11]([O:13][CH3:14])=[O:12])[N:6]=[CH:5][C:4]=2/[C:3](=[C:25](\[O:24][CH2:23][CH3:22])/[C:26]2[CH:31]=[CH:30][CH:29]=[CH:28][CH:27]=2)/[C:2]1=[O:1])(=[O:17])[CH3:15]. Reactant: [O:1]=[C:2]1[NH:10][C:9]2[CH:8]=[C:7]([C:11]([O:13][CH3:14])=[O:12])[N:6]=[CH:5][C:4]=2[CH2:3]1.[CH3:15][C:16](OC(C)=O)=[O:17].[CH3:22][CH2:23][O:24][C:25](OCC)(OCC)[C:26]1[CH:31]=[CH:30][CH:29]=[CH:28][CH:27]=1. (8) Reactant: [CH3:1][O-:2].[Na+].[Br:4][C:5]1[CH:6]=[N:7][CH:8]=[C:9](Br)[CH:10]=1. Product: [Br:4][C:5]1[CH:6]=[N:7][CH:8]=[C:9]([O:2][CH3:1])[CH:10]=1. The catalyst class is: 35.